Dataset: Full USPTO retrosynthesis dataset with 1.9M reactions from patents (1976-2016). Task: Predict the reactants needed to synthesize the given product. (1) Given the product [CH3:6][CH:5]1[NH:7][C:8](=[O:9])[N:10]([C:11]2[CH:16]=[CH:15][CH:14]=[C:13]([CH2:17][C:18]3[C:27]4[CH2:26][CH2:25][CH2:24][CH2:23][C:22]=4[C:21](=[O:28])[NH:20][N:19]=3)[CH:12]=2)[C:4]1=[O:3], predict the reactants needed to synthesize it. The reactants are: C([O:3][C:4](=O)[CH:5]([NH:7][C:8]([NH:10][C:11]1[CH:16]=[CH:15][CH:14]=[C:13]([CH2:17][C:18]2[C:27]3[CH2:26][CH2:25][CH2:24][CH2:23][C:22]=3[C:21](=[O:28])[NH:20][N:19]=2)[CH:12]=1)=[O:9])[CH3:6])C.[OH-].[Na+]. (2) Given the product [F:1][C:2]1[CH:3]=[C:4]([C:9]2[CH:18]=[C:17]([C:19]([N:31]3[CH2:32][CH2:33][CH2:34][C@@H:35]3[CH2:36][OH:50])=[O:21])[C:16]3[C:11](=[CH:12][CH:13]=[CH:14][CH:15]=3)[N:10]=2)[CH:5]=[CH:6][C:7]=1[F:8], predict the reactants needed to synthesize it. The reactants are: [F:1][C:2]1[CH:3]=[C:4]([C:9]2[CH:18]=[C:17]([C:19]([OH:21])=O)[C:16]3[C:11](=[CH:12][CH:13]=[CH:14][CH:15]=3)[N:10]=2)[CH:5]=[CH:6][C:7]=1[F:8].F[P-](F)(F)(F)(F)F.N1(O[P+](N(C)C)(N(C)C)N(C)C)[C:33]2[CH:34]=[CH:35][CH:36]=C[C:32]=2[N:31]=N1.C([O-])(O)=[O:50].[Na+]. (3) The reactants are: Br[CH2:2][CH2:3][CH2:4][NH:5][C:6]([C:8]1[NH:12][N:11]=[C:10]([C:13]([F:16])([F:15])[F:14])[CH:9]=1)=[O:7].C(N(CC)C(C)C)(C)C. Given the product [F:14][C:13]([F:16])([F:15])[C:10]1[CH:9]=[C:8]2[C:6](=[O:7])[NH:5][CH2:4][CH2:3][CH2:2][N:12]2[N:11]=1, predict the reactants needed to synthesize it. (4) Given the product [Cl:1][C:2]1[CH:7]=[C:6]([C:8]#[CH:9])[CH:5]=[C:4]([O:10][CH3:11])[C:3]=1[C:12]1[C:18](=[O:19])[CH:17]2[CH2:20][CH:14]([CH2:15][CH2:16]2)[C:13]=1[O:21][CH3:22], predict the reactants needed to synthesize it. The reactants are: [Cl:1][C:2]1[CH:7]=[C:6]([C:8]#[CH:9])[CH:5]=[C:4]([O:10][CH3:11])[C:3]=1[CH:12]1[C:18](=[O:19])[CH:17]2[CH2:20][CH:14]([CH2:15][CH2:16]2)[C:13]1=[O:21].[C:22](=O)([O-])[O-].[K+].[K+].IC. (5) Given the product [Br:1][C:2]1[C:3](=[O:4])[NH:11][N:10]([CH3:9])[C:5](=[O:7])[CH:6]=1, predict the reactants needed to synthesize it. The reactants are: [Br:1][C:2]1[C:3](=O)[O:4][C:5](=[O:7])[CH:6]=1.[CH3:9][NH:10][NH2:11]. (6) Given the product [NH2:7][C:8]1[S:9][C:10]([C:35]2[CH:36]=[CH:37][CH:38]=[CH:39][CH:40]=2)=[C:11]([CH3:34])[C:12]=1[C:13]([N:15]1[CH2:16][CH2:17][CH:18]([N:21]2[CH2:33][CH2:32][CH2:31][C:23]3([C:27](=[O:28])[O:26][C:25]([CH3:30])([CH3:29])[CH2:24]3)[CH2:22]2)[CH2:19][CH2:20]1)=[O:14], predict the reactants needed to synthesize it. The reactants are: C(OC(=O)[NH:7][C:8]1[S:9][C:10]([C:35]2[CH:40]=[CH:39][CH:38]=[CH:37][CH:36]=2)=[C:11]([CH3:34])[C:12]=1[C:13]([N:15]1[CH2:20][CH2:19][CH:18]([N:21]2[CH2:33][CH2:32][CH2:31][C:23]3([C:27](=[O:28])[O:26][C:25]([CH3:30])([CH3:29])[CH2:24]3)[CH2:22]2)[CH2:17][CH2:16]1)=[O:14])(C)(C)C.C(=O)([O-])O.[Na+].